Dataset: Experimentally validated miRNA-target interactions with 360,000+ pairs, plus equal number of negative samples. Task: Binary Classification. Given a miRNA mature sequence and a target amino acid sequence, predict their likelihood of interaction. (1) The miRNA is hsa-miR-505-3p with sequence CGUCAACACUUGCUGGUUUCCU. The protein sequence of the target gene is MTTETFVKDIKPGLKNLNLIFIVLETGRVTKTKDGHEVRTCKVADKTGSINISVWDDVGNLIQPGDIIRLTKGYASVFKGCLTLYTGRGGDLQKIGEFCMVYSEVPNFSEPNPEYSTQQAPNKAVQNDSNPSASQPTTGPSAASPASENQNGNGLSAPPGPGGGPHPPHTPSHPPSTRITRSQPNHTPAGPPGPSSNPVSNGKETRRSSKR. Result: 1 (interaction). (2) The miRNA is hsa-miR-3179 with sequence AGAAGGGGUGAAAUUUAAACGU. The protein sequence of the target gene is MRSPLCWLLPLLILASVAQGQPTRRPRPGTGPGRRPRPRPRPTPSFPQPDEPAEPTDLPPPLPPGPPSIFPDCPRECYCPPDFPSALYCDSRNLRKVPVIPPRIHYLYLQNNFITELPVESFQNATGLRWINLDNNRIRKIDQRVLEKLPGLVFLYMEKNQLEEVPSALPRNLEQLRLSQNHISRIPPGVFSKLENLLLLDLQHNRLSDGVFKPDTFHGLKNLMQLNLAHNILRKMPPRVPTAIHQLYLDSNKIETIPNGYFKSFPNLAFIRLNYNKLTDRGLPKNSFNISNLLVLHLSH.... Result: 1 (interaction).